Dataset: Forward reaction prediction with 1.9M reactions from USPTO patents (1976-2016). Task: Predict the product of the given reaction. (1) Given the reactants [CH3:1][O:2][C:3]1[C:8]([S:9][C:10]2[NH:11][C:12]3[C:17]([N:18]=2)=[C:16]([NH2:19])[N:15]=[CH:14][N:13]=3)=[CH:7][C:6]([O:20][CH3:21])=[CH:5][C:4]=1[C:22]1[CH:27]=[CH:26][CH:25]=[CH:24][CH:23]=1.Cl[CH2:29][CH2:30][CH2:31][C:32]#[CH:33].C([O-])([O-])=O.[K+].[K+].O.CC#N, predict the reaction product. The product is: [CH3:1][O:2][C:3]1[C:8]([S:9][C:10]2[N:11]([CH2:33][CH2:32][CH2:31][C:30]#[CH:29])[C:12]3[C:17]([N:18]=2)=[C:16]([NH2:19])[N:15]=[CH:14][N:13]=3)=[CH:7][C:6]([O:20][CH3:21])=[CH:5][C:4]=1[C:22]1[CH:27]=[CH:26][CH:25]=[CH:24][CH:23]=1. (2) Given the reactants C(Cl)Cl.B(Cl)(Cl)Cl.[CH:8]1([C:11]2[CH:16]=[CH:15][C:14]([C:17]([C:19]3[S:20][C:21]([CH3:26])=[CH:22][C:23]=3[O:24]C)=[O:18])=[CH:13][CH:12]=2)[CH2:10][CH2:9]1.O, predict the reaction product. The product is: [CH:8]1([C:11]2[CH:12]=[CH:13][C:14]([C:17]([C:19]3[S:20][C:21]([CH3:26])=[CH:22][C:23]=3[OH:24])=[O:18])=[CH:15][CH:16]=2)[CH2:9][CH2:10]1. (3) Given the reactants [C:1]([O:5][C:6]([NH:8][C@@H:9]([CH2:13][CH2:14][NH:15][CH2:16]/[CH:17]=[CH:18]/[C:19]1[CH:24]=[C:23]([Cl:25])[CH:22]=[CH:21][C:20]=1[OH:26])[C:10]([OH:12])=[O:11])=[O:7])([CH3:4])([CH3:3])[CH3:2], predict the reaction product. The product is: [C:1]([O:5][C:6]([NH:8][C@@H:9]([CH2:13][CH2:14][NH:15][CH2:16][CH2:17][CH2:18][C:19]1[CH:24]=[C:23]([Cl:25])[CH:22]=[CH:21][C:20]=1[OH:26])[C:10]([OH:12])=[O:11])=[O:7])([CH3:4])([CH3:2])[CH3:3].